From a dataset of Catalyst prediction with 721,799 reactions and 888 catalyst types from USPTO. Predict which catalyst facilitates the given reaction. Reactant: C(OC([N:8]1[CH2:12][CH2:11][CH:10]([NH:13][C:14]([O:16][CH2:17][C:18]2[CH:23]=[CH:22][CH:21]=[CH:20][CH:19]=2)=[O:15])[CH2:9]1)=O)(C)(C)C.C(O)(C(F)(F)F)=O. Product: [CH2:17]([O:16][C:14](=[O:15])[NH:13][CH:10]1[CH2:11][CH2:12][NH:8][CH2:9]1)[C:18]1[CH:23]=[CH:22][CH:21]=[CH:20][CH:19]=1. The catalyst class is: 4.